This data is from Reaction yield outcomes from USPTO patents with 853,638 reactions. The task is: Predict the reaction yield, written as a fraction of the theoretical maximum amount of product (1.0 means a 100% yield; for example, 0.34 means a 34% yield). The reactants are FC1(F)CC1CN1CCN(C2SC(C(O)=O)=C(C)N=2)C1=O.[F:22][C:23]1[CH:44]=[CH:43][C:26]([CH2:27][N:28]2[C:32](=[O:33])[N:31]([C:34]3[S:35][C:36]([C:40]([OH:42])=O)=[C:37]([CH3:39])[N:38]=3)[CH:30]=[N:29]2)=[CH:25][CH:24]=1.[NH2:45][CH2:46][C:47]1[CH:48]=[C:49]([CH:53]=[CH:54][CH:55]=1)[N:50]([CH3:52])[CH3:51]. No catalyst specified. The product is [CH3:51][N:50]([CH3:52])[C:49]1[CH:48]=[C:47]([CH:55]=[CH:54][CH:53]=1)[CH2:46][NH:45][C:40]([C:36]1[S:35][C:34]([N:31]2[C:32](=[O:33])[N:28]([CH2:27][C:26]3[CH:43]=[CH:44][C:23]([F:22])=[CH:24][CH:25]=3)[N:29]=[CH:30]2)=[N:38][C:37]=1[CH3:39])=[O:42]. The yield is 0.500.